From a dataset of Catalyst prediction with 721,799 reactions and 888 catalyst types from USPTO. Predict which catalyst facilitates the given reaction. Reactant: [CH3:1][N:2]([CH3:18])[C:3]1[CH:15]=[C:14]([CH3:16])[C:6]([C:7](/[N:9]=[CH:10]/N(C)C)=[O:8])=[C:5]([F:17])[CH:4]=1.CC(C)([O-])C.[K+].C(O)(=O)CC(CC(O)=O)(C(O)=O)O. Product: [CH3:1][N:2]([CH3:18])[C:3]1[CH:15]=[C:14]2[C:6](=[C:5]([F:17])[CH:4]=1)[C:7](=[O:8])[NH:9][CH:10]=[CH:16]2. The catalyst class is: 1.